From a dataset of Forward reaction prediction with 1.9M reactions from USPTO patents (1976-2016). Predict the product of the given reaction. (1) Given the reactants [CH3:1][C:2]([CH3:5])([O-])[CH3:3].[K+].[F:29][CH:28]([F:30])[C:23]1[C:22]([C:20](OCCO[C:20]([C:22]2[C:23]([CH:28]([F:30])[F:29])=[N:24][N:25]([CH3:27])[CH:26]=2)=[O:21])=[O:21])=[CH:26][N:25]([CH3:27])[N:24]=1.Cl[C:34]1[CH:39]=[CH:38][CH:37]=[CH:36][CH:35]=1, predict the reaction product. The product is: [CH:2]([CH:5]1[CH:35]2[C:34]3[C:39]([CH:38]1[CH2:37][CH2:36]2)=[CH:28][CH:23]=[CH:22][C:26]=3[NH:25][C:20]([C:22]1[C:23]([CH:28]([F:29])[F:30])=[N:24][N:25]([CH3:27])[CH:26]=1)=[O:21])([CH3:3])[CH3:1]. (2) Given the reactants [C:1]([O:6][CH2:7][CH:8]=[CH2:9])(=[O:5])[C:2]([CH3:4])=[CH2:3].[Cl:10][SiH:11]([Cl:13])[Cl:12].C1C2NC3C(=CC=CC=3)SC=2C=CC=1.CCCCCCCCCCCCCCCCCCOC(CCSCCC(OCCCCCCCCCCCCCCCCCC)=O)=O, predict the reaction product. The product is: [C:1]([O:6][CH2:7][CH2:8][CH2:9][Si:11]([Cl:13])([Cl:12])[Cl:10])(=[O:5])[C:2]([CH3:4])=[CH2:3]. (3) Given the reactants [CH:1]([N:14]1[CH2:17][CH:16]([C:18](O)=[O:19])[CH2:15]1)([C:8]1[CH:13]=[CH:12][CH:11]=[CH:10][CH:9]=1)[C:2]1[CH:7]=[CH:6][CH:5]=[CH:4][CH:3]=1.[H-].[Al+3].[Li+].[H-].[H-].[H-].O.C(C(C(C([O-])=O)O)O)([O-])=O.[K+].[Na+], predict the reaction product. The product is: [CH:1]([N:14]1[CH2:17][CH:16]([CH2:18][OH:19])[CH2:15]1)([C:8]1[CH:13]=[CH:12][CH:11]=[CH:10][CH:9]=1)[C:2]1[CH:3]=[CH:4][CH:5]=[CH:6][CH:7]=1. (4) Given the reactants [CH3:1][C:2]1[CH:7]=[C:6]([NH2:8])[C:5]([CH3:9])=[CH:4][N:3]=1.OO.[BrH:12], predict the reaction product. The product is: [Br:12][C:7]1[C:2]([CH3:1])=[N:3][CH:4]=[C:5]([CH3:9])[C:6]=1[NH2:8].